Task: Regression. Given two drug SMILES strings and cell line genomic features, predict the synergy score measuring deviation from expected non-interaction effect.. Dataset: NCI-60 drug combinations with 297,098 pairs across 59 cell lines (1) Drug 1: CC1=C(C=C(C=C1)NC(=O)C2=CC=C(C=C2)CN3CCN(CC3)C)NC4=NC=CC(=N4)C5=CN=CC=C5. Drug 2: CN(CCCl)CCCl.Cl. Cell line: NCI/ADR-RES. Synergy scores: CSS=13.7, Synergy_ZIP=-7.31, Synergy_Bliss=-6.12, Synergy_Loewe=-3.10, Synergy_HSA=-3.07. (2) Drug 1: C1=NC2=C(N1)C(=S)N=CN2. Drug 2: C1C(C(OC1N2C=NC(=NC2=O)N)CO)O. Cell line: M14. Synergy scores: CSS=44.2, Synergy_ZIP=-4.96, Synergy_Bliss=-9.20, Synergy_Loewe=-13.7, Synergy_HSA=-8.39. (3) Drug 1: CN(C)N=NC1=C(NC=N1)C(=O)N. Drug 2: CNC(=O)C1=NC=CC(=C1)OC2=CC=C(C=C2)NC(=O)NC3=CC(=C(C=C3)Cl)C(F)(F)F. Cell line: EKVX. Synergy scores: CSS=-0.0335, Synergy_ZIP=-2.08, Synergy_Bliss=-2.61, Synergy_Loewe=-27.0, Synergy_HSA=-3.86. (4) Drug 1: CC(CN1CC(=O)NC(=O)C1)N2CC(=O)NC(=O)C2. Drug 2: C1=C(C(=O)NC(=O)N1)F. Cell line: RPMI-8226. Synergy scores: CSS=70.6, Synergy_ZIP=-15.9, Synergy_Bliss=-24.4, Synergy_Loewe=-22.9, Synergy_HSA=-17.0. (5) Drug 1: CS(=O)(=O)C1=CC(=C(C=C1)C(=O)NC2=CC(=C(C=C2)Cl)C3=CC=CC=N3)Cl. Drug 2: CCC(=C(C1=CC=CC=C1)C2=CC=C(C=C2)OCCN(C)C)C3=CC=CC=C3.C(C(=O)O)C(CC(=O)O)(C(=O)O)O. Cell line: SN12C. Synergy scores: CSS=2.86, Synergy_ZIP=-0.641, Synergy_Bliss=1.23, Synergy_Loewe=0.725, Synergy_HSA=0.920.